Binary Classification. Given a drug SMILES string, predict its activity (active/inactive) in a high-throughput screening assay against a specified biological target. From a dataset of HIV replication inhibition screening data with 41,000+ compounds from the AIDS Antiviral Screen. (1) The drug is CC(=O)NC1COC(COC(=O)CCCCCCCCCCNC(=O)c2ccc([N+](=O)[O-])c3c(=O)c4ccccc4[nH]c23)C(O)C1OC(C)C(=O)NC(C(=O)NC(CCC(N)=O)C(=O)OCc1ccccc1)C(C)C. The result is 0 (inactive). (2) The compound is CP(=O)(O)C(N)c1ccccc1. The result is 0 (inactive). (3) The drug is CCCCCCCCCc1cc(=O)c2c(O)cccc2o1. The result is 0 (inactive). (4) The compound is CC(C)CC(N)C(=O)NC(CC(=O)O)C(=O)NC(CCCCN)C(=O)NC(C)C(=O)NC(CO)C(=O)NC(Cc1ccc(O)cc1)C(=O)NC(CO)C(=O)NC(C(=O)NC(CC(N)=O)C(=O)NC(Cc1c[nH]cn1)C(=O)NC(CC(C)C)C(=O)O)C(C)O. The result is 0 (inactive). (5) The molecule is O=S1(=O)CCCS(=O)(=O)C1CC1S(=O)(=O)CCCS1(=O)=O. The result is 0 (inactive). (6) The drug is CC=C(C)C(=O)OC1CC(OC(C)=O)C2(C(=O)OC)COC3C2C1(C)C1C2(C(=O)OC)OCC1(C3O)C1(O)C3CC(C4(O)C=COC4O3)C1(C)O2. The result is 0 (inactive). (7) The compound is CCOC=C1C(=O)N(C(C)=O)c2cc(OC)c(OC)cc21. The result is 0 (inactive).